From a dataset of Reaction yield outcomes from USPTO patents with 853,638 reactions. Predict the reaction yield, written as a fraction of the theoretical maximum amount of product (1.0 means a 100% yield; for example, 0.34 means a 34% yield). The reactants are C[Mg]Cl.[Cl:4][CH2:5][CH2:6][CH2:7][CH2:8][CH2:9][CH2:10][C:11]#[CH:12].[CH:13](OCC)([O:17][CH2:18][CH3:19])[O:14][CH2:15][CH3:16].[Cl-].[NH4+]. The catalyst is O1CCCC1.C1(C)C=CC=CC=1.O.C(O)(=O)C. The product is [Cl:4][CH2:5][CH2:6][CH2:7][CH2:8][CH2:9][CH2:10][C:11]#[C:12][CH:13]([O:17][CH2:18][CH3:19])[O:14][CH2:15][CH3:16]. The yield is 0.753.